This data is from CYP2D6 inhibition data for predicting drug metabolism from PubChem BioAssay. The task is: Regression/Classification. Given a drug SMILES string, predict its absorption, distribution, metabolism, or excretion properties. Task type varies by dataset: regression for continuous measurements (e.g., permeability, clearance, half-life) or binary classification for categorical outcomes (e.g., BBB penetration, CYP inhibition). Dataset: cyp2d6_veith. (1) The drug is Cc1ccc(C(=O)NCCNC(=O)CN2CCOCC2)cc1. The result is 0 (non-inhibitor). (2) The molecule is c1ccc(-c2nc3ccccn3c2NCc2ccc3c(c2)OCO3)cc1. The result is 1 (inhibitor). (3) The molecule is CC(NC(=O)c1ccccc1)c1nc2ccccc2n1Cc1ccccc1F. The result is 1 (inhibitor).